From a dataset of Forward reaction prediction with 1.9M reactions from USPTO patents (1976-2016). Predict the product of the given reaction. (1) Given the reactants [ClH:1].[F:2][C:3]1[C:4]([O:9][CH:10]2[CH2:15][CH2:14][N:13](C(OC(C)(C)C)=O)[CH2:12][CH2:11]2)=[N:5][CH:6]=[CH:7][CH:8]=1, predict the reaction product. The product is: [ClH:1].[ClH:1].[F:2][C:3]1[C:4]([O:9][CH:10]2[CH2:15][CH2:14][NH:13][CH2:12][CH2:11]2)=[N:5][CH:6]=[CH:7][CH:8]=1. (2) Given the reactants BrC1C=NC2C3C=CC(C(OC)=O)=CC=3NC=2C=1.[Br:19][C:20]1[CH:21]=[C:22]([N+:38]([O-])=O)[C:23]([C:26]2[CH:31]=[C:30]([S:32]([CH3:35])(=[O:34])=[O:33])[CH:29]=[CH:28][C:27]=2[O:36][CH3:37])=[N:24][CH:25]=1, predict the reaction product. The product is: [Br:19][C:20]1[CH:25]=[N:24][C:23]2[C:26]3[C:27]([O:36][CH3:37])=[CH:28][CH:29]=[C:30]([S:32]([CH3:35])(=[O:34])=[O:33])[C:31]=3[NH:38][C:22]=2[CH:21]=1. (3) Given the reactants [O:1]1[CH2:3][CH:2]1[CH2:4][O:5][C:6]1[CH:7]=[C:8]([CH2:12][OH:13])[CH:9]=[CH:10][CH:11]=1.[CH3:14][C:15]1[C:23]2[C:22]([N:24]3[CH2:29][CH2:28][CH:27]([NH2:30])[CH2:26][CH2:25]3)=[N:21][CH:20]=[N:19][C:18]=2[S:17][CH:16]=1, predict the reaction product. The product is: [OH:13][CH2:12][C:8]1[CH:7]=[C:6]([CH:11]=[CH:10][CH:9]=1)[O:5][CH2:4][CH:2]([OH:1])[CH2:3][NH:30][CH:27]1[CH2:26][CH2:25][N:24]([C:22]2[C:23]3[C:15]([CH3:14])=[CH:16][S:17][C:18]=3[N:19]=[CH:20][N:21]=2)[CH2:29][CH2:28]1. (4) Given the reactants Cl.Cl.[CH:3]1([NH2+:9][C:10]2[C:14]3([CH2:19][CH2:18][NH2+:17][CH2:16][CH2:15]3)[N:13]([C:20]3[CH:25]=[CH:24][CH:23]=[C:22]([F:26])[CH:21]=3)[C:12](=[O:27])[N:11]=2)[CH2:8][CH2:7][CH2:6][CH2:5][CH2:4]1.Br[CH2:29][C:30]1[CH:31]=[CH:32][C:33]([NH:36][C:37](=[O:43])[O:38][C:39]([CH3:42])([CH3:41])[CH3:40])=[N:34][CH:35]=1.N1C(C)=CC=CC=1C.[Li+].[Br-].C1COCC1.C(=O)([O-])[O-].[K+].[K+], predict the reaction product. The product is: [CH:3]1([NH:9][C:10]2[C:14]3([CH2:15][CH2:16][N:17]([CH2:29][C:30]4[CH:31]=[CH:32][C:33]([NH:36][C:37](=[O:43])[O:38][C:39]([CH3:41])([CH3:40])[CH3:42])=[N:34][CH:35]=4)[CH2:18][CH2:19]3)[N:13]([C:20]3[CH:25]=[CH:24][CH:23]=[C:22]([F:26])[CH:21]=3)[C:12](=[O:27])[N:11]=2)[CH2:4][CH2:5][CH2:6][CH2:7][CH2:8]1. (5) Given the reactants [NH2:1][C@@H:2]1[C:11]2[C:6](=[CH:7][CH:8]=[CH:9][CH:10]=2)[C@H:5]([OH:12])[CH2:4][CH2:3]1.[H-].[Na+].F[C:16]1[CH:17]=[CH:18][C:19]2[N:20]([C:22]([N:25]3[CH2:31][CH2:30][CH2:29][CH2:28][CH2:27][CH2:26]3)=[N:23][N:24]=2)[CH:21]=1, predict the reaction product. The product is: [N:25]1([C:22]2[N:20]3[CH:21]=[C:16]([O:12][C@H:5]4[C:6]5[C:11](=[CH:10][CH:9]=[CH:8][CH:7]=5)[C@@H:2]([NH2:1])[CH2:3][CH2:4]4)[CH:17]=[CH:18][C:19]3=[N:24][N:23]=2)[CH2:26][CH2:27][CH2:28][CH2:29][CH2:30][CH2:31]1. (6) The product is: [ClH:33].[ClH:36].[NH:1]1[C:2]2([CH2:7][CH2:6][NH:5][CH2:4][CH2:3]2)[CH2:15][CH2:16]1. Given the reactants [NH2:1][C:2]1([CH2:15][CH2:16]O)[CH2:7][CH2:6][N:5](C(OC(C)(C)C)=O)[CH2:4][CH2:3]1.N1C=CC=CC=1.C1(C)C=CC(S([Cl:33])(=O)=O)=CC=1.[NH4+].[Cl-:36].CC([O-])(C)C.[K+].[Na].N.[Mg], predict the reaction product.